Dataset: Catalyst prediction with 721,799 reactions and 888 catalyst types from USPTO. Task: Predict which catalyst facilitates the given reaction. Reactant: [O:1]([CH2:8][C:9](Cl)=[O:10])[C:2]1[CH:7]=[CH:6][CH:5]=[CH:4][CH:3]=1.[NH4+:12].[OH-]. Product: [O:1]([CH2:8][C:9]([NH2:12])=[O:10])[C:2]1[CH:7]=[CH:6][CH:5]=[CH:4][CH:3]=1. The catalyst class is: 1.